From a dataset of Catalyst prediction with 721,799 reactions and 888 catalyst types from USPTO. Predict which catalyst facilitates the given reaction. (1) Reactant: C(OC(=O)[NH:7][C:8]1([C:11]2[N:16]=[CH:15][CH:14]=[CH:13][N:12]=2)[CH2:10][CH2:9]1)(C)(C)C.[ClH:18]. Product: [ClH:18].[ClH:18].[N:12]1[CH:13]=[CH:14][CH:15]=[N:16][C:11]=1[C:8]1([NH2:7])[CH2:10][CH2:9]1. The catalyst class is: 2. (2) Reactant: [NH2:1][C:2]1[N:7]=[C:6]([OH:8])[C:5]([CH2:9][C:10]2[CH:15]=[CH:14][C:13]([CH2:16][C:17]#[N:18])=[CH:12][CH:11]=2)=[C:4]([CH3:19])[N:3]=1.[CH:20]([C:23]1[CH:28]=[C:27]([CH:29]([CH3:31])[CH3:30])[CH:26]=[C:25]([CH:32]([CH3:34])[CH3:33])[C:24]=1[S:35](Cl)(=[O:37])=[O:36])([CH3:22])[CH3:21].C1N2CCN(CC2)C1.O. Product: [NH2:1][C:2]1[N:7]=[C:6]([O:8][S:35]([C:24]2[C:25]([CH:32]([CH3:33])[CH3:34])=[CH:26][C:27]([CH:29]([CH3:31])[CH3:30])=[CH:28][C:23]=2[CH:20]([CH3:22])[CH3:21])(=[O:37])=[O:36])[C:5]([CH2:9][C:10]2[CH:15]=[CH:14][C:13]([CH2:16][C:17]#[N:18])=[CH:12][CH:11]=2)=[C:4]([CH3:19])[N:3]=1. The catalyst class is: 577. (3) The catalyst class is: 809. Reactant: O=P(Cl)(Cl)Cl.[CH3:6][O:7][C:8]1[CH:13]=[CH:12][C:11]([O:14][CH3:15])=[CH:10][C:9]=1[OH:16].CN([CH:20]=[O:21])C.[OH-].[Na+].OS([O-])(=O)=O.[Na+]. Product: [OH:16][C:9]1[C:8]([O:7][CH3:6])=[CH:13][C:12]([CH:20]=[O:21])=[C:11]([O:14][CH3:15])[CH:10]=1. (4) Reactant: [CH3:1][C:2]([CH3:37])([CH3:36])[CH2:3][CH2:4][C@@H:5]([N:12]1[CH2:17][CH2:16][C@@H:15]([CH2:18][C:19]([O:21][CH3:22])=[O:20])[C:14]([F:24])([F:23])[C@@:13]1(O)[C:25]1[CH:30]=[CH:29][C:28]([C:31]([F:34])([F:33])[F:32])=[CH:27][CH:26]=1)[CH2:6][CH2:7][C:8]([F:11])([F:10])[F:9].[Cl-].[NH4+]. Product: [CH3:1][C:2]([CH3:37])([CH3:36])[CH2:3][CH2:4][C@@H:5]([N:12]1[CH2:17][CH2:16][C@@H:15]([CH2:18][C:19]([O:21][CH3:22])=[O:20])[C:14]([F:24])([F:23])[C@H:13]1[C:25]1[CH:30]=[CH:29][C:28]([C:31]([F:34])([F:32])[F:33])=[CH:27][CH:26]=1)[CH2:6][CH2:7][C:8]([F:9])([F:10])[F:11]. The catalyst class is: 1. (5) Reactant: FC(F)(F)S(O[C:7]1[CH2:12][CH2:11][CH:10]([C:13]([O:15][CH2:16][CH3:17])=[O:14])[CH2:9][CH:8]=1)(=O)=O.[B:20]1([B:20]2[O:24][C:23]([CH3:26])([CH3:25])[C:22]([CH3:28])([CH3:27])[O:21]2)[O:24][C:23]([CH3:26])([CH3:25])[C:22]([CH3:28])([CH3:27])[O:21]1.C([O-])(=O)C.[K+]. Product: [CH3:27][C:22]1([CH3:28])[C:23]([CH3:26])([CH3:25])[O:24][B:20]([C:7]2[CH2:12][CH2:11][CH:10]([C:13]([O:15][CH2:16][CH3:17])=[O:14])[CH2:9][CH:8]=2)[O:21]1. The catalyst class is: 75.